From a dataset of NCI-60 drug combinations with 297,098 pairs across 59 cell lines. Regression. Given two drug SMILES strings and cell line genomic features, predict the synergy score measuring deviation from expected non-interaction effect. (1) Synergy scores: CSS=3.28, Synergy_ZIP=0.727, Synergy_Bliss=4.26, Synergy_Loewe=0.349, Synergy_HSA=1.08. Drug 2: C1=NC2=C(N=C(N=C2N1C3C(C(C(O3)CO)O)F)Cl)N. Cell line: SNB-75. Drug 1: C1C(C(OC1N2C=NC3=C(N=C(N=C32)Cl)N)CO)O. (2) Drug 1: CN1C(=O)N2C=NC(=C2N=N1)C(=O)N. Drug 2: N.N.Cl[Pt+2]Cl. Cell line: SN12C. Synergy scores: CSS=31.5, Synergy_ZIP=-7.58, Synergy_Bliss=3.47, Synergy_Loewe=-15.2, Synergy_HSA=-1.11. (3) Drug 1: COC1=NC(=NC2=C1N=CN2C3C(C(C(O3)CO)O)O)N. Drug 2: CC(C)CN1C=NC2=C1C3=CC=CC=C3N=C2N. Cell line: CCRF-CEM. Synergy scores: CSS=54.0, Synergy_ZIP=-1.06, Synergy_Bliss=-1.83, Synergy_Loewe=-2.30, Synergy_HSA=-1.66.